Dataset: Forward reaction prediction with 1.9M reactions from USPTO patents (1976-2016). Task: Predict the product of the given reaction. (1) The product is: [CH2:31]([O:32][CH2:33][CH2:34][O:35][CH2:36][CH2:37][N:8]1[CH2:9][CH2:10][CH:11]([N:14]2[C:22]3[C:17](=[CH:18][CH:19]=[CH:20][CH:21]=3)[CH:16]=[N:15]2)[CH2:12][CH2:13]1)[CH3:30]. Given the reactants OC(C(F)(F)F)=O.[NH:8]1[CH2:13][CH2:12][CH:11]([N:14]2[C:22]3[C:17](=[CH:18][CH:19]=[CH:20][CH:21]=3)[CH:16]=[N:15]2)[CH2:10][CH2:9]1.C([O-])([O-])=O.[K+].[K+].Br[CH2:30][CH2:31][O:32][CH2:33][CH2:34][O:35][CH2:36][CH3:37], predict the reaction product. (2) Given the reactants Br[C:2]1[C:3]([F:9])=[N:4][CH:5]=[C:6]([Cl:8])[CH:7]=1.[Cl:10][C:11]1[CH:16]=[CH:15][C:14](B(O)O)=[CH:13][CH:12]=1.C(=O)([O-])[O-].[K+].[K+], predict the reaction product. The product is: [Cl:8][C:6]1[CH:7]=[C:2]([C:14]2[CH:15]=[CH:16][C:11]([Cl:10])=[CH:12][CH:13]=2)[C:3]([F:9])=[N:4][CH:5]=1. (3) The product is: [CH3:11][O:12][C:13](=[O:18])/[C:14](=[CH:5]\[C:4]1[CH:7]=[CH:8][C:9]([F:10])=[C:2]([F:1])[CH:3]=1)/[C:15](=[O:17])[CH3:16]. Given the reactants [F:1][C:2]1[CH:3]=[C:4]([CH:7]=[CH:8][C:9]=1[F:10])[CH:5]=O.[CH3:11][O:12][C:13](=[O:18])[CH2:14][C:15](=[O:17])[CH3:16], predict the reaction product. (4) Given the reactants Cl.Cl.[N:3]1([C:9]2[C:13]3[CH:14]=[N:15][CH:16]=[CH:17][C:12]=3[O:11][N:10]=2)[CH2:8][CH2:7][NH:6][CH2:5][CH2:4]1.[C:18]([O:22][C:23](=[O:34])[NH:24][C@H:25]1[CH2:30][CH2:29][C@H:28]([CH2:31][CH:32]=O)[CH2:27][CH2:26]1)([CH3:21])([CH3:20])[CH3:19].CCN(CC)CC.C([O-])(O)=O.[Na+], predict the reaction product. The product is: [C:18]([O:22][C:23](=[O:34])[NH:24][C@H:25]1[CH2:26][CH2:27][C@H:28]([CH2:31][CH2:32][N:6]2[CH2:5][CH2:4][N:3]([C:9]3[C:13]4[CH:14]=[N:15][CH:16]=[CH:17][C:12]=4[O:11][N:10]=3)[CH2:8][CH2:7]2)[CH2:29][CH2:30]1)([CH3:21])([CH3:20])[CH3:19]. (5) Given the reactants [CH3:1][O:2][C:3](=[O:12])[CH2:4][C:5]1[CH:6]=[N:7][CH:8]=[C:9](Br)[CH:10]=1.C1(P(C2CCCCC2)C2C=CC=CC=2C2C(OC)=CC=CC=2OC)CCCCC1.P([O-])([O-])([O-])=O.[K+].[K+].[K+].[CH2:50]([C:52]([C:71]1[CH:76]=[CH:75][C:74](/[CH:77]=[CH:78]/[C:79]2([OH:85])[CH2:84][CH2:83][S:82][CH2:81][CH2:80]2)=[C:73]([CH3:86])[CH:72]=1)([C:55]1[CH:60]=[CH:59][C:58](B2OC(C)(C)C(C)(C)O2)=[C:57]([CH3:70])[CH:56]=1)[CH2:53][CH3:54])[CH3:51], predict the reaction product. The product is: [CH3:1][O:2][C:3](=[O:12])[CH2:4][C:5]1[CH:6]=[N:7][CH:8]=[C:9]([C:58]2[CH:59]=[CH:60][C:55]([C:52]([CH2:53][CH3:54])([C:71]3[CH:76]=[CH:75][C:74](/[CH:77]=[CH:78]/[C:79]4([OH:85])[CH2:84][CH2:83][S:82][CH2:81][CH2:80]4)=[C:73]([CH3:86])[CH:72]=3)[CH2:50][CH3:51])=[CH:56][C:57]=2[CH3:70])[CH:10]=1. (6) Given the reactants [Cl:1][C:2]1[CH:3]=[C:4]([C:8]2[CH:13]=[CH:12][CH:11]=[CH:10][CH:9]=2)[CH:5]=[CH:6][CH:7]=1.Br[CH2:15][C:16]([Br:18])=[O:17].[Cl-].[Cl-].[Cl-].[Al+3], predict the reaction product. The product is: [Br:18][C:16](=[O:17])[CH2:15][C:11]1[CH:10]=[CH:9][C:8]([C:4]2[CH:5]=[CH:6][CH:7]=[C:2]([Cl:1])[CH:3]=2)=[CH:13][CH:12]=1. (7) Given the reactants BrC1C(F)=CC2OCCN3C(C(O)C4C=CC=C(C(F)(F)F)C=4)=C(C(O)=O)N=C3C=2C=1.[Br:32][C:33]1[C:34]([F:59])=[CH:35][C:36]2[O:42][CH2:41][CH2:40][N:39]3[C:43]([CH:50]([OH:57])[C:51]4[S:55][CH:54]=[N:53][C:52]=4[CH3:56])=[C:44]([C:46]([O:48]C)=[O:47])[N:45]=[C:38]3[C:37]=2[CH:58]=1.[OH-].[Li+], predict the reaction product. The product is: [Br:32][C:33]1[C:34]([F:59])=[CH:35][C:36]2[O:42][CH2:41][CH2:40][N:39]3[C:43]([CH:50]([OH:57])[C:51]4[S:55][CH:54]=[N:53][C:52]=4[CH3:56])=[C:44]([C:46]([OH:48])=[O:47])[N:45]=[C:38]3[C:37]=2[CH:58]=1.